This data is from Catalyst prediction with 721,799 reactions and 888 catalyst types from USPTO. The task is: Predict which catalyst facilitates the given reaction. (1) Reactant: [CH3:1][O:2][C:3](=[O:15])[CH2:4][N:5]=[CH:6][C:7]1[CH:12]=[CH:11][C:10]([O:13][CH3:14])=[CH:9][CH:8]=1.[BH4-].[Na+]. Product: [CH3:1][O:2][C:3](=[O:15])[CH2:4][NH:5][CH2:6][C:7]1[CH:8]=[CH:9][C:10]([O:13][CH3:14])=[CH:11][CH:12]=1. The catalyst class is: 36. (2) Reactant: [NH:1]1[C:11]2[C:6](=[CH:7][CH:8]=[CH:9][CH:10]=2)[C:4](=O)[C:2]1=[O:3].[OH-:12].[K+].[C:14]([C:17]1[O:18][C:19]([CH3:22])=[CH:20][CH:21]=1)(=O)[CH3:15]. Product: [CH3:22][C:19]1[O:18][C:17]([C:14]2[CH:15]=[C:4]([C:2]([OH:12])=[O:3])[C:6]3[C:11](=[CH:10][CH:9]=[CH:8][CH:7]=3)[N:1]=2)=[CH:21][CH:20]=1. The catalyst class is: 8. (3) Reactant: [N:1]([CH:4]([O:16][CH2:17][CH2:18][OH:19])[CH2:5][O:6][C:7]1[CH:8]=[C:9]([CH:13]=[CH:14][CH:15]=1)[C:10]([OH:12])=[O:11])=[N+:2]=[N-:3].[H-].[Na+].[CH2:22]([O:24][C:25](=[O:28])[CH2:26]Br)[CH3:23]. Product: [N:1]([CH:4]([O:16][CH2:17][CH2:18][O:19][CH2:26][C:25]([O:24][CH2:22][CH3:23])=[O:28])[CH2:5][O:6][C:7]1[CH:8]=[C:9]([CH:13]=[CH:14][CH:15]=1)[C:10]([OH:12])=[O:11])=[N+:2]=[N-:3]. The catalyst class is: 1. (4) Reactant: C([N:4]([C:12]1[CH:13]=[C:14]([Cl:24])[C:15]2[O:19][N:18]=[C:17]([CH:20]3[CH2:22][CH2:21]3)[C:16]=2[CH:23]=1)[C:5](=[O:11])[O:6][C:7]([CH3:10])([CH3:9])[CH3:8])(=O)C.C[O-].[Na+].CO.[NH4+].[Cl-]. Product: [C:7]([O:6][C:5](=[O:11])[NH:4][C:12]1[CH:13]=[C:14]([Cl:24])[C:15]2[O:19][N:18]=[C:17]([CH:20]3[CH2:21][CH2:22]3)[C:16]=2[CH:23]=1)([CH3:10])([CH3:8])[CH3:9]. The catalyst class is: 5. (5) Reactant: Cl[C:2]1[N:11]=[CH:10][C:9]2[C:4](=[CH:5][C:6]([O:14][CH3:15])=[C:7]([O:12][CH3:13])[CH:8]=2)[N:3]=1.[NH2:16][C:17]1[CH:22]=[CH:21][C:20]([S:23]([NH2:26])(=[O:25])=[O:24])=[CH:19][CH:18]=1. Product: [CH3:13][O:12][C:7]1[CH:8]=[C:9]2[C:4](=[CH:5][C:6]=1[O:14][CH3:15])[N:3]=[C:2]([NH:16][C:17]1[CH:22]=[CH:21][C:20]([S:23]([NH2:26])(=[O:24])=[O:25])=[CH:19][CH:18]=1)[N:11]=[CH:10]2. The catalyst class is: 32. (6) Reactant: [Cl:1][C:2]1[CH:8]=[CH:7][C:5]([NH2:6])=[C:4]([CH3:9])[CH:3]=1.N1C=CC=CC=1.[Br:16]Br. Product: [Br:16][C:7]1[CH:8]=[C:2]([Cl:1])[CH:3]=[C:4]([CH3:9])[C:5]=1[NH2:6]. The catalyst class is: 2.